Predict the reactants needed to synthesize the given product. From a dataset of Full USPTO retrosynthesis dataset with 1.9M reactions from patents (1976-2016). (1) Given the product [O:16]1[CH2:21][CH2:20][CH2:19][CH2:18][CH:17]1[O:22][CH2:23][CH2:24][C:25]1[CH:32]=[CH:31][C:28]([CH2:29][NH:15][CH2:14][CH2:13][CH2:12][CH2:11][CH2:10][CH2:9][NH:8][C:6](=[O:7])[O:5][C:1]([CH3:4])([CH3:3])[CH3:2])=[CH:27][CH:26]=1, predict the reactants needed to synthesize it. The reactants are: [C:1]([O:5][C:6]([NH:8][CH2:9][CH2:10][CH2:11][CH2:12][CH2:13][CH2:14][NH2:15])=[O:7])([CH3:4])([CH3:3])[CH3:2].[O:16]1[CH2:21][CH2:20][CH2:19][CH2:18][CH:17]1[O:22][CH2:23][CH2:24][C:25]1[CH:32]=[CH:31][C:28]([CH:29]=O)=[CH:27][CH:26]=1.[BH4-].[Na+].C(Cl)Cl. (2) Given the product [OH:13][CH2:12][CH:9]1[CH2:10][CH2:11][N:8]1[C:6]([O:5][C:1]([CH3:4])([CH3:3])[CH3:2])=[O:7], predict the reactants needed to synthesize it. The reactants are: [C:1]([O:5][C:6]([N:8]1[CH2:11][CH2:10][CH:9]1[C:12](O)=[O:13])=[O:7])([CH3:4])([CH3:3])[CH3:2]. (3) Given the product [C:11]1([C:3]2[C:2]([C:25]3[CH:30]=[CH:29][N:28]=[C:27]([NH2:31])[CH:26]=3)=[C:6]3[N:7]=[CH:8][CH:9]=[CH:10][N:5]3[N:4]=2)[CH:16]=[CH:15][CH:14]=[CH:13][CH:12]=1, predict the reactants needed to synthesize it. The reactants are: Br[C:2]1[C:3]([C:11]2[CH:16]=[CH:15][CH:14]=[CH:13][CH:12]=2)=[N:4][N:5]2[CH:10]=[CH:9][CH:8]=[N:7][C:6]=12.CC1(C)C(C)(C)OB([C:25]2[CH:30]=[CH:29][N:28]=[C:27]([NH:31]C(=O)OC(C)(C)C)[CH:26]=2)O1.C(=O)([O-])[O-].[Na+].[Na+]. (4) The reactants are: [NH2:1][C:2]1[CH:3]=[CH:4][C:5]2[N:11]=[C:10]([C:12]3[CH:17]=[CH:16][CH:15]=[C:14]([Br:18])[CH:13]=3)[CH2:9][C:8](=[O:19])[NH:7][C:6]=2[CH:20]=1.CCN(CC)CC.Cl[C:29]([O:31][CH2:32][C:33]1[CH:38]=[CH:37][CH:36]=[CH:35][CH:34]=1)=[O:30]. Given the product [Br:18][C:14]1[CH:13]=[C:12]([C:10]2[CH2:9][C:8](=[O:19])[NH:7][C:6]3[CH:20]=[C:2]([NH:1][C:29](=[O:30])[O:31][CH2:32][C:33]4[CH:38]=[CH:37][CH:36]=[CH:35][CH:34]=4)[CH:3]=[CH:4][C:5]=3[N:11]=2)[CH:17]=[CH:16][CH:15]=1, predict the reactants needed to synthesize it.